From a dataset of Catalyst prediction with 721,799 reactions and 888 catalyst types from USPTO. Predict which catalyst facilitates the given reaction. (1) Reactant: [Cl:1][C:2]1[CH:7]=[C:6]([Cl:8])[CH:5]=[CH:4][C:3]=1[C:9]1[N:10]([C:23]2[CH:28]=[CH:27][C:26]([O:29][S:30]([CH2:33][CH2:34][C:35]([F:38])([F:37])[F:36])(=[O:32])=[O:31])=[CH:25][CH:24]=2)[C:11]([CH3:22])=[C:12]([C:14]([O:16]CC(Cl)(Cl)Cl)=[O:15])[N:13]=1. Product: [Cl:1][C:2]1[CH:7]=[C:6]([Cl:8])[CH:5]=[CH:4][C:3]=1[C:9]1[N:10]([C:23]2[CH:24]=[CH:25][C:26]([O:29][S:30]([CH2:33][CH2:34][C:35]([F:37])([F:38])[F:36])(=[O:31])=[O:32])=[CH:27][CH:28]=2)[C:11]([CH3:22])=[C:12]([C:14]([OH:16])=[O:15])[N:13]=1. The catalyst class is: 183. (2) Reactant: [NH2:1][C:2]1[C:10]2[C:9]([C:11]3[CH:19]=[C:18]([O:20]CC4C=CC=CC=4)[C:14]4[CH2:15][CH2:16][O:17][C:13]=4[CH:12]=3)=[N:8][CH:7]=[N:6][C:5]=2[S:4][C:3]=1[C:28]([NH2:30])=[O:29].C1(SC)C=CC=CC=1. Product: [NH2:1][C:2]1[C:10]2[C:9]([C:11]3[CH:19]=[C:18]([OH:20])[C:14]4[CH2:15][CH2:16][O:17][C:13]=4[CH:12]=3)=[N:8][CH:7]=[N:6][C:5]=2[S:4][C:3]=1[C:28]([NH2:30])=[O:29]. The catalyst class is: 55. (3) Reactant: [C:1]([C:5]1[O:9][N:8]=[C:7]([NH:10][C:11]([NH:13][C:14]2[CH:19]=[CH:18][CH:17]=[C:16]([OH:20])[CH:15]=2)=[O:12])[CH:6]=1)([CH3:4])([CH3:3])[CH3:2].Cl[C:22]1[C:31]2[C:26](=[CH:27][C:28]([O:34][CH2:35][CH2:36][Cl:37])=[C:29]([O:32][CH3:33])[CH:30]=2)[N:25]=[CH:24][N:23]=1.C([O-])([O-])=O.[Cs+].[Cs+]. Product: [C:1]([C:5]1[O:9][N:8]=[C:7]([NH:10][C:11]([NH:13][C:14]2[CH:19]=[CH:18][CH:17]=[C:16]([O:20][C:22]3[C:31]4[C:26](=[CH:27][C:28]([O:34][CH2:35][CH2:36][Cl:37])=[C:29]([O:32][CH3:33])[CH:30]=4)[N:25]=[CH:24][N:23]=3)[CH:15]=2)=[O:12])[CH:6]=1)([CH3:4])([CH3:2])[CH3:3]. The catalyst class is: 56. (4) Reactant: [CH3:1][C@@:2]1([CH2:13][N:14]2[CH2:19][CH2:18][N:17](C(OC(C)(C)C)=O)[CH2:16][CH2:15]2)[O:6][C:5]2=[N:7][C:8]([N+:10]([O-:12])=[O:11])=[CH:9][N:4]2[CH2:3]1.C(N(CC)CC)C.[Cl:34][C:35]1[CH:40]=[CH:39][C:38]([CH2:41][CH2:42][CH2:43][S:44](Cl)(=[O:46])=[O:45])=[CH:37][CH:36]=1. Product: [Cl:34][C:35]1[CH:36]=[CH:37][C:38]([CH2:41][CH2:42][CH2:43][S:44]([N:17]2[CH2:18][CH2:19][N:14]([CH2:13][C@:2]3([CH3:1])[O:6][C:5]4=[N:7][C:8]([N+:10]([O-:12])=[O:11])=[CH:9][N:4]4[CH2:3]3)[CH2:15][CH2:16]2)(=[O:46])=[O:45])=[CH:39][CH:40]=1. The catalyst class is: 55. (5) Reactant: [CH2:1]([S:3](Cl)(=[O:5])=[O:4])[CH3:2].[NH2:7][C:8]1[CH:43]=[CH:42][C:11]([CH2:12][N:13]([CH2:29][C:30]2([C:36]3[CH:41]=[CH:40][CH:39]=[CH:38][N:37]=3)[CH2:35][CH2:34][CH2:33][CH2:32][CH2:31]2)[C:14]([NH:16][C:17]2[C:22]([CH:23]([CH3:25])[CH3:24])=[CH:21][CH:20]=[CH:19][C:18]=2[CH:26]([CH3:28])[CH3:27])=[O:15])=[CH:10][CH:9]=1.C(N(CC)CC)C. Product: [CH:26]([C:18]1[CH:19]=[CH:20][CH:21]=[C:22]([CH:23]([CH3:25])[CH3:24])[C:17]=1[NH:16][C:14](=[O:15])[N:13]([CH2:12][C:11]1[CH:42]=[CH:43][C:8]([NH:7][S:3]([CH2:1][CH3:2])(=[O:5])=[O:4])=[CH:9][CH:10]=1)[CH2:29][C:30]1([C:36]2[CH:41]=[CH:40][CH:39]=[CH:38][N:37]=2)[CH2:31][CH2:32][CH2:33][CH2:34][CH2:35]1)([CH3:27])[CH3:28]. The catalyst class is: 4. (6) Reactant: [CH:1]1([CH2:7][C@H:8]([N:25]2[CH2:29][C:28]3[CH2:30][C:31]4[C:32]([O:38][CH3:39])=[CH:33][CH:34]=[CH:35][C:36]=4[O:37][C:27]=3[C:26]2=[O:40])[C:9]([NH:11][C:12]2[CH:16]=[CH:15][N:14]([CH2:17][C@@H:18]3[CH2:22][O:21]C(C)(C)[O:19]3)[N:13]=2)=[O:10])[CH2:6][CH2:5][CH2:4][CH2:3][CH2:2]1.Cl. Product: [CH:1]1([CH2:7][C@H:8]([N:25]2[CH2:29][C:28]3[CH2:30][C:31]4[C:32]([O:38][CH3:39])=[CH:33][CH:34]=[CH:35][C:36]=4[O:37][C:27]=3[C:26]2=[O:40])[C:9]([NH:11][C:12]2[CH:16]=[CH:15][N:14]([CH2:17][C@@H:18]([OH:19])[CH2:22][OH:21])[N:13]=2)=[O:10])[CH2:2][CH2:3][CH2:4][CH2:5][CH2:6]1. The catalyst class is: 7. (7) Reactant: C(OC([N:8]1[CH2:13][CH2:12][N:11]([C:14]2[N:15]=[N:16][C:17]([C:26]([F:29])([F:28])[F:27])=[C:18]([C:20]3[S:21][C:22]([Cl:25])=[CH:23][CH:24]=3)[CH:19]=2)[CH2:10][CH2:9]1)=O)(C)(C)C. Product: [Cl:25][C:22]1[S:21][C:20]([C:18]2[CH:19]=[C:14]([N:11]3[CH2:12][CH2:13][NH:8][CH2:9][CH2:10]3)[N:15]=[N:16][C:17]=2[C:26]([F:29])([F:27])[F:28])=[CH:24][CH:23]=1. The catalyst class is: 5. (8) Reactant: [Br:1][C:2]1[CH:7]=[CH:6][C:5]([N+:8]([O-:10])=[O:9])=[C:4](F)[CH:3]=1.[CH3:12][CH2:13][O-:14].[Na+]. Product: [Br:1][C:2]1[CH:7]=[CH:6][C:5]([N+:8]([O-:10])=[O:9])=[C:4]([O:14][CH2:13][CH3:12])[CH:3]=1. The catalyst class is: 14.